From a dataset of Catalyst prediction with 721,799 reactions and 888 catalyst types from USPTO. Predict which catalyst facilitates the given reaction. (1) Reactant: Br[C:2]1[CH:7]=[CH:6][CH:5]=[CH:4][N:3]=1.[Li]CCCC.[N:13]1([CH2:18][C:19](OCC)=[O:20])[CH:17]=[CH:16][CH:15]=[CH:14]1.[NH4+].[Cl-]. Product: [N:3]1[CH:4]=[CH:5][CH:6]=[CH:7][C:2]=1[C:19](=[O:20])[CH2:18][N:13]1[CH:17]=[CH:16][CH:15]=[CH:14]1. The catalyst class is: 1. (2) Reactant: [O:1]=[C:2]1[C:10]2[C:5](=[CH:6][CH:7]=[C:8]([S:11](Cl)(=[O:13])=[O:12])[CH:9]=2)[CH2:4][CH2:3]1.[NH2:15][C:16]1[CH:21]=[CH:20][C:19]([C:22]([OH:24])=[O:23])=[C:18]([F:25])[CH:17]=1.ClCCl. Product: [F:25][C:18]1[CH:17]=[C:16]([NH:15][S:11]([C:8]2[CH:9]=[C:10]3[C:5](=[CH:6][CH:7]=2)[CH2:4][CH2:3][C:2]3=[O:1])(=[O:13])=[O:12])[CH:21]=[CH:20][C:19]=1[C:22]([OH:24])=[O:23]. The catalyst class is: 17. (3) The catalyst class is: 277. Product: [C:5]([C:4]1[CH:11]=[CH:10][O:3][N:1]=1)([O:7][CH2:8][CH3:9])=[O:6].[NH3:1]. Reactant: [N+:1]([CH2:4][C:5]([O:7][CH2:8][CH3:9])=[O:6])([O-:3])=O.[C:10](OC(OC(OC(C)(C)C)=O)=O)(C)(C)[CH3:11]. (4) The catalyst class is: 13. Product: [ClH:39].[ClH:39].[CH2:1]([N:8]1[CH2:9][CH2:10][CH:11]([CH2:14][CH2:15][C:16]2[C:20]3[CH:21]=[CH:22][C:23]([O:29][CH2:30][C:31]4[CH:32]=[CH:33][C:34]([C:35]#[N:36])=[CH:37][CH:38]=4)=[C:24]([CH2:25][N:26]([CH3:27])[CH3:28])[C:19]=3[O:18][N:17]=2)[CH2:12][CH2:13]1)[C:2]1[CH:3]=[CH:4][CH:5]=[CH:6][CH:7]=1. Reactant: [CH2:1]([N:8]1[CH2:13][CH2:12][CH:11]([CH2:14][CH2:15][C:16]2[C:20]3[CH:21]=[CH:22][C:23]([O:29][CH2:30][C:31]4[CH:38]=[CH:37][C:34]([C:35]#[N:36])=[CH:33][CH:32]=4)=[C:24]([CH2:25][N:26]([CH3:28])[CH3:27])[C:19]=3[O:18][N:17]=2)[CH2:10][CH2:9]1)[C:2]1[CH:7]=[CH:6][CH:5]=[CH:4][CH:3]=1.[ClH:39]. (5) Reactant: [NH2:1][NH2:2].Cl[C:4]([O:6][CH2:7][CH:8]([C:10]1[CH:15]=[CH:14][CH:13]=[CH:12][C:11]=1[N+:16]([O-:18])=[O:17])[CH3:9])=[O:5]. Product: [N+:16]([C:11]1[CH:12]=[CH:13][CH:14]=[CH:15][C:10]=1[CH:8]([CH3:9])[CH2:7][O:6][C:4]([NH:1][NH:2][C:4]([O:6][CH2:7][CH:8]([C:10]1[CH:15]=[CH:14][CH:13]=[CH:12][C:11]=1[N+:16]([O-:18])=[O:17])[CH3:9])=[O:5])=[O:5])([O-:18])=[O:17]. The catalyst class is: 2. (6) Reactant: [F:1][C:2]1[CH:3]=[C:4]([CH:26]=[C:27]([F:29])[CH:28]=1)[CH2:5][N:6]1[C:12]2[CH:13]=[CH:14][CH:15]=[CH:16][C:11]=2[S:10][CH2:9][C@H:8]([NH:17]C(=O)OC(C)(C)C)[C:7]1=[O:25].[ClH:30]. Product: [ClH:30].[NH2:17][C@@H:8]1[C:7](=[O:25])[N:6]([CH2:5][C:4]2[CH:3]=[C:2]([F:1])[CH:28]=[C:27]([F:29])[CH:26]=2)[C:12]2[CH:13]=[CH:14][CH:15]=[CH:16][C:11]=2[S:10][CH2:9]1. The catalyst class is: 12. (7) Reactant: [CH3:1][C:2]([OH:41])([C:4]1[CH:5]=[CH:6][CH:7]=[CH:8][C:9]=1[CH2:10][CH2:11][C@@H:12]([S:32][CH2:33][C:34]1([CH2:37][C:38]([OH:40])=[O:39])[CH2:36][CH2:35]1)[C:13]1[CH:14]=[CH:15][CH:16]=[C:17](/[CH:19]=[CH:20]/[C:21]2[CH:22]=[CH:23][C:24]3[CH:25]=[CH:26][C:27]([Cl:31])=[CH:28][C:29]=3[N:30]=2)[CH:18]=1)[CH3:3].[OH-].[Na+:43]. Product: [CH3:3][C:2]([OH:41])([C:4]1[CH:5]=[CH:6][CH:7]=[CH:8][C:9]=1[CH2:10][CH2:11][C@@H:12]([S:32][CH2:33][C:34]1([CH2:37][C:38]([O-:40])=[O:39])[CH2:35][CH2:36]1)[C:13]1[CH:14]=[CH:15][CH:16]=[C:17](/[CH:19]=[CH:20]/[C:21]2[CH:22]=[CH:23][C:24]3[CH:25]=[CH:26][C:27]([Cl:31])=[CH:28][C:29]=3[N:30]=2)[CH:18]=1)[CH3:1].[Na+:43]. The catalyst class is: 645. (8) Reactant: Br[C:2]1[N:6]2[C:7]3[C:12]([N:13]=[C:14]([CH3:15])[C:5]2=[C:4]([CH3:19])[N:3]=1)=[C:11]([F:16])[CH:10]=[C:9]([O:17][CH3:18])[CH:8]=3.[F:20][C:21]1[CH:26]=[CH:25][C:24]([C:27](=[O:29])[NH2:28])=[CH:23][C:22]=1B(O)O.C([O-])([O-])=O.[K+].[K+]. Product: [F:20][C:21]1[CH:26]=[CH:25][C:24]([C:27]([NH2:28])=[O:29])=[CH:23][C:22]=1[C:2]1[N:6]2[C:7]3[C:12]([N:13]=[C:14]([CH3:15])[C:5]2=[C:4]([CH3:19])[N:3]=1)=[C:11]([F:16])[CH:10]=[C:9]([O:17][CH3:18])[CH:8]=3. The catalyst class is: 73. (9) Reactant: C([O:3][C:4]([CH:6]1[CH2:11][CH2:10][N:9]([C:12]2[CH:17]=[CH:16][C:15]([F:18])=[CH:14][N:13]=2)[CH2:8][CH2:7]1)=[O:5])C.O[Li].O. Product: [F:18][C:15]1[CH:16]=[CH:17][C:12]([N:9]2[CH2:10][CH2:11][CH:6]([C:4]([OH:5])=[O:3])[CH2:7][CH2:8]2)=[N:13][CH:14]=1. The catalyst class is: 278.